Predict the reactants needed to synthesize the given product. From a dataset of Full USPTO retrosynthesis dataset with 1.9M reactions from patents (1976-2016). (1) Given the product [F:1][C:2]1[CH:3]=[C:4]2[C:9](=[CH:10][CH:11]=1)[N:8]=[C:7]([CH:12]([NH2:14])[CH3:13])[C:6]([C:25]1[CH:30]=[CH:29][CH:28]=[CH:27][N:26]=1)=[N:5]2, predict the reactants needed to synthesize it. The reactants are: [F:1][C:2]1[CH:3]=[C:4]2[C:9](=[CH:10][CH:11]=1)[N:8]=[C:7]([CH:12]([N:14]1C(=O)C3C(=CC=CC=3)C1=O)[CH3:13])[C:6]([C:25]1[CH:30]=[CH:29][CH:28]=[CH:27][N:26]=1)=[N:5]2.C(O)C.O.NN. (2) Given the product [NH:3]1[C:4]2[C:9](=[CH:8][CH:7]=[C:6]([C:17]([OH:19])=[O:18])[CH:5]=2)[CH:10]=[CH:2]1, predict the reactants needed to synthesize it. The reactants are: Br[C:2]1[NH:3][C:4]2[C:9]([C:10]=1C1CCCCC1)=[CH:8][CH:7]=[C:6]([C:17]([O:19]C)=[O:18])[C:5]=2Cl.C1(B(O)O)C=CC=CC=1.[Li+].[Cl-].C([O-])([O-])=O.[Na+].[Na+]. (3) Given the product [O:3]1[CH2:8][CH2:7][CH:6]([O:9][CH2:11][C:12]2[CH:19]=[CH:18][C:15]([C:16]#[N:17])=[CH:14][CH:13]=2)[CH2:5][CH2:4]1, predict the reactants needed to synthesize it. The reactants are: [H-].[Na+].[O:3]1[CH2:8][CH2:7][CH:6]([OH:9])[CH2:5][CH2:4]1.Br[CH2:11][C:12]1[CH:19]=[CH:18][C:15]([C:16]#[N:17])=[CH:14][CH:13]=1.C(OCC)(=O)C. (4) Given the product [CH3:1][O:2][C:3]1[CH:14]=[CH:13][C:6]([CH2:7][N:8]([CH:9]([CH3:12])[CH2:10][OH:11])[C:24](=[O:25])[CH2:23][Br:22])=[CH:5][CH:4]=1, predict the reactants needed to synthesize it. The reactants are: [CH3:1][O:2][C:3]1[CH:14]=[CH:13][C:6]([CH2:7][NH:8][CH:9]([CH3:12])[CH2:10][OH:11])=[CH:5][CH:4]=1.C(N(CC)CC)C.[Br:22][CH2:23][C:24](Br)=[O:25]. (5) Given the product [NH2:15][C:12]1[CH:13]=[CH:14][C:9]([S:6]([NH:5][CH:1]2[CH2:4][CH2:3][CH2:2]2)(=[O:8])=[O:7])=[CH:10][CH:11]=1, predict the reactants needed to synthesize it. The reactants are: [CH:1]1([NH:5][S:6]([C:9]2[CH:14]=[CH:13][C:12]([N+:15]([O-])=O)=[CH:11][CH:10]=2)(=[O:8])=[O:7])[CH2:4][CH2:3][CH2:2]1.[Cl-].[NH4+]. (6) Given the product [Cl:1][C:2]1[CH:3]=[CH:4][C:5]([S:8]([N:12]2[CH2:16][CH2:15][CH2:14][CH2:13]2)(=[O:10])=[O:9])=[CH:6][N:7]=1, predict the reactants needed to synthesize it. The reactants are: [Cl:1][C:2]1[N:7]=[CH:6][C:5]([S:8](Cl)(=[O:10])=[O:9])=[CH:4][CH:3]=1.[NH:12]1[CH2:16][CH2:15][CH2:14][CH2:13]1. (7) Given the product [Br:1][C:2]1[S:6][C:5]([C:7]([C@H:9]2[CH2:10][CH2:11][C@H:12]([C:15]([O:17][CH2:18][CH3:19])=[O:16])[CH2:13][CH2:14]2)([OH:8])[CH2:20][CH3:21])=[N:4][CH:3]=1, predict the reactants needed to synthesize it. The reactants are: [Br:1][C:2]1[S:6][C:5]([C:7]([C@H:9]2[CH2:14][CH2:13][C@H:12]([C:15]([O:17][CH2:18][CH3:19])=[O:16])[CH2:11][CH2:10]2)=[O:8])=[N:4][CH:3]=1.[CH2:20]([Mg]Br)[CH3:21]. (8) Given the product [F:1][C:2]1[C:12]2[C:11]3[NH:33][N:34]=[C:14]([C:16]4[O:17][CH:18]=[CH:19][CH:20]=4)[C:10]=3[CH2:9][CH2:8][CH2:7][C:6]=2[CH:5]=[C:4]([N:21]2[CH2:25][C@H:24]([CH2:26][NH:27][C:28](=[O:30])[CH3:29])[O:23][C:22]2=[O:31])[CH:3]=1, predict the reactants needed to synthesize it. The reactants are: [F:1][C:2]1[C:12]2[C:11](=O)[CH:10]([C:14]([C:16]3[O:17][CH:18]=[CH:19][CH:20]=3)=O)[CH2:9][CH2:8][CH2:7][C:6]=2[CH:5]=[C:4]([N:21]2[CH2:25][C@H:24]([CH2:26][NH:27][C:28](=[O:30])[CH3:29])[O:23][C:22]2=[O:31])[CH:3]=1.O.[NH2:33][NH2:34].